Dataset: Merck oncology drug combination screen with 23,052 pairs across 39 cell lines. Task: Regression. Given two drug SMILES strings and cell line genomic features, predict the synergy score measuring deviation from expected non-interaction effect. (1) Drug 1: Cn1nnc2c(C(N)=O)ncn2c1=O. Drug 2: NC1CCCCC1N.O=C(O)C(=O)O.[Pt+2]. Cell line: NCIH2122. Synergy scores: synergy=-4.84. (2) Drug 1: Cn1nnc2c(C(N)=O)ncn2c1=O. Drug 2: COC1CC2CCC(C)C(O)(O2)C(=O)C(=O)N2CCCCC2C(=O)OC(C(C)CC2CCC(OP(C)(C)=O)C(OC)C2)CC(=O)C(C)C=C(C)C(O)C(OC)C(=O)C(C)CC(C)C=CC=CC=C1C. Cell line: SW837. Synergy scores: synergy=-15.2. (3) Drug 1: N.N.O=C(O)C1(C(=O)O)CCC1.[Pt]. Drug 2: O=C(NOCC(O)CO)c1ccc(F)c(F)c1Nc1ccc(I)cc1F. Cell line: UWB1289. Synergy scores: synergy=3.88. (4) Drug 1: CS(=O)(=O)CCNCc1ccc(-c2ccc3ncnc(Nc4ccc(OCc5cccc(F)c5)c(Cl)c4)c3c2)o1. Drug 2: Cc1nc(Nc2ncc(C(=O)Nc3c(C)cccc3Cl)s2)cc(N2CCN(CCO)CC2)n1. Cell line: OVCAR3. Synergy scores: synergy=87.0. (5) Drug 1: CCN(CC)CCNC(=O)c1c(C)[nH]c(C=C2C(=O)Nc3ccc(F)cc32)c1C. Drug 2: CNC(=O)c1cc(Oc2ccc(NC(=O)Nc3ccc(Cl)c(C(F)(F)F)c3)cc2)ccn1. Cell line: RPMI7951. Synergy scores: synergy=-11.5. (6) Drug 1: O=C(CCCCCCC(=O)Nc1ccccc1)NO. Drug 2: Cc1nc(Nc2ncc(C(=O)Nc3c(C)cccc3Cl)s2)cc(N2CCN(CCO)CC2)n1. Cell line: SKOV3. Synergy scores: synergy=-3.46. (7) Drug 1: CC(=O)OC1C(=O)C2(C)C(O)CC3OCC3(OC(C)=O)C2C(OC(=O)c2ccccc2)C2(O)CC(OC(=O)C(O)C(NC(=O)c3ccccc3)c3ccccc3)C(C)=C1C2(C)C. Drug 2: Cn1cc(-c2cnn3c(N)c(Br)c(C4CCCNC4)nc23)cn1. Cell line: T47D. Synergy scores: synergy=-4.01. (8) Drug 1: O=P1(N(CCCl)CCCl)NCCCO1. Drug 2: CCc1cnn2c(NCc3ccc[n+]([O-])c3)cc(N3CCCCC3CCO)nc12. Cell line: LOVO. Synergy scores: synergy=0.334. (9) Drug 1: C#Cc1cccc(Nc2ncnc3cc(OCCOC)c(OCCOC)cc23)c1. Drug 2: CC1(c2nc3c(C(N)=O)cccc3[nH]2)CCCN1. Cell line: UWB1289. Synergy scores: synergy=7.84. (10) Drug 1: O=S1(=O)NC2(CN1CC(F)(F)F)C1CCC2Cc2cc(C=CCN3CCC(C(F)(F)F)CC3)ccc2C1. Drug 2: CS(=O)(=O)CCNCc1ccc(-c2ccc3ncnc(Nc4ccc(OCc5cccc(F)c5)c(Cl)c4)c3c2)o1. Cell line: PA1. Synergy scores: synergy=36.6.